Dataset: Forward reaction prediction with 1.9M reactions from USPTO patents (1976-2016). Task: Predict the product of the given reaction. (1) Given the reactants [NH2:1][C@H:2]([C:15]([O:17]C)=O)[CH2:3][CH2:4][CH2:5][CH2:6][NH:7][C:8]([O:10][C:11]([CH3:14])([CH3:13])[CH3:12])=[O:9].Br[CH2:20][C:21]([O:23]C)=O.[NH2:25][CH2:26][CH2:27][NH:28][CH2:29][CH2:30][NH2:31], predict the reaction product. The product is: [O:17]=[C:15]1[NH:31][CH2:30][CH2:29][NH:28][CH2:27][CH2:26][NH:25][CH2:20][C:21](=[O:23])[NH:1][CH:2]1[CH2:3][CH2:4][CH2:5][CH2:6][NH:7][C:8](=[O:9])[O:10][C:11]([CH3:12])([CH3:13])[CH3:14]. (2) The product is: [F:1][C:2]([F:19])([F:18])[C:3]1[CH:4]=[CH:5][CH:6]=[C:7]([O:9][C:10]2[CH:17]=[CH:16][C:13]([CH:14]=[CH2:22])=[CH:12][CH:11]=2)[N:8]=1. Given the reactants [F:1][C:2]([F:19])([F:18])[C:3]1[N:8]=[C:7]([O:9][C:10]2[CH:17]=[CH:16][C:13]([CH:14]=O)=[CH:12][CH:11]=2)[CH:6]=[CH:5][CH:4]=1.[H-].[Na+].[CH2:22]1COCC1, predict the reaction product. (3) Given the reactants [C:1]([O:5][C:6]([C:8]1[CH:13]=[CH:12][C:11]([C:14]([OH:26])([C:20]2[CH:25]=[CH:24][CH:23]=[CH:22][CH:21]=2)[C:15]([O:17]CC)=[O:16])=[CH:10][CH:9]=1)=[O:7])([CH3:4])([CH3:3])[CH3:2].[OH-].[Na+], predict the reaction product. The product is: [C:1]([O:5][C:6]([C:8]1[CH:13]=[CH:12][C:11]([C:14]([OH:26])([C:20]2[CH:21]=[CH:22][CH:23]=[CH:24][CH:25]=2)[C:15]([OH:17])=[O:16])=[CH:10][CH:9]=1)=[O:7])([CH3:4])([CH3:2])[CH3:3]. (4) Given the reactants [N:1]12[CH2:7][C:4]([C:8]([C:16]3[CH:21]=[CH:20][CH:19]=[CH:18][CH:17]=3)([C:10]3[CH:15]=[CH:14][CH:13]=[CH:12][CH:11]=3)[OH:9])([CH2:5][CH2:6]1)[CH2:3][CH2:2]2.[Br:22][CH2:23][CH3:24], predict the reaction product. The product is: [Br-:22].[CH2:23]([N+:1]12[CH2:7][C:4]([C:8]([OH:9])([C:16]3[CH:21]=[CH:20][CH:19]=[CH:18][CH:17]=3)[C:10]3[CH:15]=[CH:14][CH:13]=[CH:12][CH:11]=3)([CH2:5][CH2:6]1)[CH2:3][CH2:2]2)[CH3:24]. (5) Given the reactants Cl.[CH3:2][O:3][C:4](=[O:11])[C@H:5]([CH2:7][CH:8]([CH3:10])[CH3:9])[NH2:6].CN1CCOCC1.C1C=CC2N(O)N=NC=2C=1.CCN=C=NCCCN(C)C.[CH3:40][CH:41]([CH2:43][C@H:44]([OH:48])[C:45](O)=[O:46])[CH3:42], predict the reaction product. The product is: [OH:48][C@@H:44]([CH2:43][CH:41]([CH3:42])[CH3:40])[C:45]([NH:6][C@H:5]([C:4]([O:3][CH3:2])=[O:11])[CH2:7][CH:8]([CH3:10])[CH3:9])=[O:46]. (6) The product is: [CH3:19][C:20]1[CH:24]=[CH:23][O:22][C:21]=1[C:25]([NH:1][C:2]1[CH:3]=[C:4]([C:7]2[N:8]([C:16]([NH2:18])=[O:17])[C:9]3[C:14]([CH:15]=2)=[CH:13][CH:12]=[CH:11][CH:10]=3)[S:5][CH:6]=1)=[O:26]. Given the reactants [NH2:1][C:2]1[CH:3]=[C:4]([C:7]2[N:8]([C:16]([NH2:18])=[O:17])[C:9]3[C:14]([CH:15]=2)=[CH:13][CH:12]=[CH:11][CH:10]=3)[S:5][CH:6]=1.[CH3:19][C:20]1[CH:24]=[CH:23][O:22][C:21]=1[C:25](O)=[O:26].Cl.CN(C)CCCN=C=NCC, predict the reaction product. (7) Given the reactants [CH3:1][S:2][C:3]1[CH:12]=[C:11]2[C:6]([N:7]=[CH:8][C:9](=O)[NH:10]2)=[CH:5][CH:4]=1.P(Cl)(Cl)([Cl:16])=O, predict the reaction product. The product is: [Cl:16][C:9]1[CH:8]=[N:7][C:6]2[C:11](=[CH:12][C:3]([S:2][CH3:1])=[CH:4][CH:5]=2)[N:10]=1. (8) Given the reactants C[O:2][C:3](=[O:16])[CH2:4][O:5][C:6]1[CH:11]=[C:10]([O:12][CH3:13])[C:9]([SH:14])=[CH:8][C:7]=1[CH3:15].Br[C:18]1[CH:23]=[CH:22][CH:21]=[C:20]([O:24][C:25]([F:28])([F:27])[F:26])[CH:19]=1, predict the reaction product. The product is: [CH3:13][O:12][C:10]1[C:9]([S:14][CH2:15][C:7]2[CH:8]=[CH:9][C:10]([C:18]3[CH:23]=[CH:22][CH:21]=[C:20]([O:24][C:25]([F:28])([F:27])[F:26])[CH:19]=3)=[CH:11][CH:6]=2)=[CH:8][C:7]([CH3:15])=[C:6]([CH:11]=1)[O:5][CH2:4][C:3]([OH:2])=[O:16].